Dataset: Reaction yield outcomes from USPTO patents with 853,638 reactions. Task: Predict the reaction yield, written as a fraction of the theoretical maximum amount of product (1.0 means a 100% yield; for example, 0.34 means a 34% yield). (1) The reactants are C([O:8][CH2:9][CH2:10][O:11][CH2:12][C:13]1[CH:18]=[CH:17][C:16]([C:19](=[CH2:30])[C:20]([O:22]CC2C=CC=CC=2)=[O:21])=[CH:15][C:14]=1[F:31])C1C=CC=CC=1. The catalyst is CCOC(C)=O.[OH-].[OH-].[Pd+2]. The product is [F:31][C:14]1[CH:15]=[C:16]([CH:19]([CH3:30])[C:20]([OH:22])=[O:21])[CH:17]=[CH:18][C:13]=1[CH2:12][O:11][CH2:10][CH2:9][OH:8]. The yield is 0.360. (2) The reactants are [Br:1][C:2]1[CH:3]=[C:4]2[C:8](=[CH:9][CH:10]=1)[NH:7][N:6]=[C:5]2[C:11]([OH:13])=[O:12].[O:14]1[CH:19]=[CH:18][CH2:17][CH2:16][CH2:15]1.CC1C=CC(S(O)(=O)=O)=CC=1. The catalyst is C1COCC1. The product is [Br:1][C:2]1[CH:3]=[C:4]2[C:8](=[CH:9][CH:10]=1)[N:7]([CH:15]1[CH2:16][CH2:17][CH2:18][CH2:19][O:14]1)[N:6]=[C:5]2[C:11]([OH:13])=[O:12]. The yield is 0.608. (3) The catalyst is C1COCC1.CO.[OH-].[K+].C(Cl)Cl.CN(C1C=CN=CC=1)C. The yield is 0.440. The reactants are [CH2:1]([O:4][CH2:5][CH2:6][O:7][CH2:8][CH2:9][OH:10])[CH:2]=[CH2:3].[C:11](OCC)(=[O:14])[CH:12]=[CH2:13].C1CCC(N=C=NC2CCCCC2)CC1.[F:33][C:34]([F:38])([F:37])[CH2:35][OH:36]. The product is [CH2:1]([O:4][CH2:5][CH2:6][O:7][CH2:8][CH2:9][O:10][CH2:13][CH2:12][C:11]([O:36][CH2:35][C:34]([F:38])([F:37])[F:33])=[O:14])[CH:2]=[CH2:3]. (4) The reactants are [CH:1]([C:3]1[CH:4]=[C:5]([CH:8]=[CH:9][CH:10]=1)[C:6]#[N:7])=[O:2].[CH2:11](O)[CH2:12][OH:13]. The catalyst is C1(C)C=CC=CC=1. The product is [O:2]1[CH2:11][CH2:12][O:13][CH:1]1[C:3]1[CH:4]=[C:5]([CH:8]=[CH:9][CH:10]=1)[C:6]#[N:7]. The yield is 0.740.